This data is from Forward reaction prediction with 1.9M reactions from USPTO patents (1976-2016). The task is: Predict the product of the given reaction. (1) Given the reactants [O:1]([CH2:10][CH2:11][CH2:12][CH2:13][C:14]([O:16]C)=[O:15])[P:2]([O:5][P:6]([O-:9])([O-:8])=[O:7])(=[O:4])[O-:3].Cl, predict the reaction product. The product is: [OH:3][P:2]([O:5][P:6]([OH:9])([OH:8])=[O:7])(=[O:1])[OH:4].[CH3:10][CH2:11][CH2:12][CH2:13][C:14]([OH:16])=[O:15]. (2) Given the reactants ClC(OC)=O.C(=O)([O-])[O-].[K+].[K+].[C:12]([O:15][CH2:16][CH3:17])(=[O:14])C.O.[N:19]1[CH:24]=[CH:23][CH:22]=[CH:21][CH:20]=1, predict the reaction product. The product is: [NH:19]1[C:20]2[CH:21]=[CH:22][CH:23]=[CH:24][C:17]=2[CH2:16][O:15][C:12]1=[O:14].